From a dataset of Catalyst prediction with 721,799 reactions and 888 catalyst types from USPTO. Predict which catalyst facilitates the given reaction. (1) Product: [CH3:7][S:8]([O:6][CH2:5][C:2]1([CH3:1])[CH2:4][CH2:3]1)(=[O:10])=[O:9]. Reactant: [CH3:1][C:2]1([CH2:5][OH:6])[CH2:4][CH2:3]1.[CH3:7][S:8](Cl)(=[O:10])=[O:9]. The catalyst class is: 2. (2) Reactant: O[CH2:2][CH2:3][N:4]([CH3:16])[CH:5]1[CH2:8][N:7]([C:9]([O:11][C:12]([CH3:15])([CH3:14])[CH3:13])=[O:10])[CH2:6]1.C1C=CC(P(C2C=CC=CC=2)C2C=CC=CC=2)=CC=1.N1C=CN=C1.[I:41]I. Product: [I:41][CH2:2][CH2:3][N:4]([CH3:16])[CH:5]1[CH2:8][N:7]([C:9]([O:11][C:12]([CH3:15])([CH3:14])[CH3:13])=[O:10])[CH2:6]1. The catalyst class is: 2. (3) Reactant: [F:1][CH:2]([F:25])[O:3][C:4]1[CH:24]=[CH:23][C:7]2[NH:8][C:9]([S:11][CH2:12][C:13]3[C:18]([O:19][CH3:20])=[C:17]([O:21][CH3:22])[CH:16]=[CH:15][N:14]=3)=[N:10][C:6]=2[CH:5]=1.[OH-].[Na+].[O-]Cl.[Na+].S(S([O-])=O)([O-])(=O)=[O:32].[Na+].[Na+].Cl. Product: [CH3:22][O:21][C:17]1[CH:16]=[CH:15][N:14]=[C:13]([CH2:12][S+:11]([O-:32])[C:9]2[NH:8][C:7]3[CH:23]=[CH:24][C:4]([O:3][CH:2]([F:1])[F:25])=[CH:5][C:6]=3[N:10]=2)[C:18]=1[O:19][CH3:20]. The catalyst class is: 10. (4) Reactant: C([O:3][C:4](=[O:19])[CH2:5][CH2:6][CH2:7][CH2:8][C:9]1[CH:14]=[CH:13][N:12]=[C:11](S(C)(=O)=O)[N:10]=1)C.[NH3:20]. Product: [NH2:20][C:11]1[N:10]=[C:9]([CH2:8][CH2:7][CH2:6][CH2:5][C:4]([OH:3])=[O:19])[CH:14]=[CH:13][N:12]=1. The catalyst class is: 1.